This data is from Full USPTO retrosynthesis dataset with 1.9M reactions from patents (1976-2016). The task is: Predict the reactants needed to synthesize the given product. (1) Given the product [CH3:29][C:28]1[O:30][C:5]([C:6]2[S:10][C:9]([N:11]3[CH2:16][CH2:15][CH:14]([O:17][C:18]4[CH:23]=[CH:22][CH:21]=[CH:20][C:19]=4[C:24]([F:27])([F:25])[F:26])[CH2:13][CH2:12]3)=[N:8][N:7]=2)=[N:1][N:2]=1, predict the reactants needed to synthesize it. The reactants are: [N:1]1[NH:2]N=N[C:5]=1[C:6]1[S:10][C:9]([N:11]2[CH2:16][CH2:15][CH:14]([O:17][C:18]3[CH:23]=[CH:22][CH:21]=[CH:20][C:19]=3[C:24]([F:27])([F:26])[F:25])[CH2:13][CH2:12]2)=[N:8][N:7]=1.[C:28](OC(=O)C)(=[O:30])[CH3:29]. (2) Given the product [CH:22]1([N:11]2[C:10]3[N:9]=[C:8]([C:7]4[CH:6]=[CH:5][N:4]=[CH:3][C:2]=4[NH:1][C:30](=[O:31])[O:29][CH3:28])[N:17]=[CH:16][C:15]=3[N:14]([CH3:18])[C:13](=[O:19])[C@H:12]2[CH2:20][CH3:21])[CH2:26][CH2:25][CH2:24][CH2:23]1, predict the reactants needed to synthesize it. The reactants are: [NH2:1][C:2]1[CH:3]=[N:4][CH:5]=[CH:6][C:7]=1[C:8]1[N:17]=[CH:16][C:15]2[N:14]([CH3:18])[C:13](=[O:19])[C@@H:12]([CH2:20][CH3:21])[N:11]([CH:22]3[CH2:26][CH2:25][CH2:24][CH2:23]3)[C:10]=2[N:9]=1.Cl[CH2:28][O:29][C:30](=O)[O-:31].O. (3) Given the product [C:33]1([CH:26]([C:20]2[CH:25]=[CH:24][CH:23]=[CH:22][CH:21]=2)[N:27]2[CH2:28][CH2:29][N:30]([CH2:18][CH2:17][CH2:16][C:14]3[O:13][N:12]=[C:11]([C:5]4[CH:6]=[CH:7][C:8]([O:9][CH3:10])=[C:3]([O:2][CH3:1])[CH:4]=4)[CH:15]=3)[CH2:31][CH2:32]2)[CH:34]=[CH:35][CH:36]=[CH:37][CH:38]=1, predict the reactants needed to synthesize it. The reactants are: [CH3:1][O:2][C:3]1[CH:4]=[C:5]([C:11]2[CH:15]=[C:14]([CH2:16][CH2:17][CH:18]=O)[O:13][N:12]=2)[CH:6]=[CH:7][C:8]=1[O:9][CH3:10].[C:20]1([CH:26]([C:33]2[CH:38]=[CH:37][CH:36]=[CH:35][CH:34]=2)[N:27]2[CH2:32][CH2:31][NH:30][CH2:29][CH2:28]2)[CH:25]=[CH:24][CH:23]=[CH:22][CH:21]=1.[BH-](OC(C)=O)(OC(C)=O)OC(C)=O.[Na+]. (4) Given the product [CH:13]1[C:14]2[C:9](=[CH:8][C:7]([NH:6][C:4](=[O:5])[CH:3]([C:17]3[CH:22]=[CH:21][C:20]([CH2:23][O:24][Si:25]([CH:26]([CH3:28])[CH3:27])([CH:32]([CH3:34])[CH3:33])[CH:29]([CH3:31])[CH3:30])=[CH:19][CH:18]=3)[CH2:2][NH:1][C:40](=[O:41])[O:39][C:36]([CH3:38])([CH3:37])[CH3:35])=[CH:16][CH:15]=2)[CH:10]=[CH:11][N:12]=1, predict the reactants needed to synthesize it. The reactants are: [NH2:1][CH2:2][CH:3]([C:17]1[CH:22]=[CH:21][C:20]([CH2:23][O:24][Si:25]([CH:32]([CH3:34])[CH3:33])([CH:29]([CH3:31])[CH3:30])[CH:26]([CH3:28])[CH3:27])=[CH:19][CH:18]=1)[C:4]([NH:6][C:7]1[CH:8]=[C:9]2[C:14](=[CH:15][CH:16]=1)[CH:13]=[N:12][CH:11]=[CH:10]2)=[O:5].[CH3:35][C:36]([O:39][C:40](O[C:40]([O:39][C:36]([CH3:38])([CH3:37])[CH3:35])=[O:41])=[O:41])([CH3:38])[CH3:37].